From a dataset of Forward reaction prediction with 1.9M reactions from USPTO patents (1976-2016). Predict the product of the given reaction. The product is: [Cl:1][C:2]1[C:3]([N:12]2[CH2:17][CH2:16][N:15]([CH:18]([C:20]3[CH:25]=[CH:24][CH:23]=[CH:22][CH:21]=3)[CH3:19])[CH2:14][CH2:13]2)=[C:4]2[N:9]=[C:32]([C:31]3[CH:34]=[CH:35][C:28]([N:27]([CH3:36])[CH3:26])=[CH:29][CH:30]=3)[NH:8][C:5]2=[N:6][CH:7]=1. Given the reactants [Cl:1][C:2]1[C:3]([N:12]2[CH2:17][CH2:16][N:15]([CH:18]([C:20]3[CH:25]=[CH:24][CH:23]=[CH:22][CH:21]=3)[CH3:19])[CH2:14][CH2:13]2)=[C:4]([N+:9]([O-])=O)[C:5]([NH2:8])=[N:6][CH:7]=1.[CH3:26][N:27]([CH3:36])[C:28]1[CH:35]=[CH:34][C:31]([CH:32]=O)=[CH:30][CH:29]=1.[O-]S(S([O-])=O)=O.[Na+].[Na+], predict the reaction product.